Task: Predict the product of the given reaction.. Dataset: Forward reaction prediction with 1.9M reactions from USPTO patents (1976-2016) (1) Given the reactants [NH2:1][CH2:2][CH2:3][O:4][CH2:5][CH2:6][O:7][CH2:8][CH2:9][NH:10][S:11]([C:14]1[CH:19]=[CH:18][CH:17]=[C:16]([CH:20]2[C:29]3[C:24](=[C:25]([Cl:31])[CH:26]=[C:27]([Cl:30])[CH:28]=3)[CH2:23][N:22]([CH3:32])[CH2:21]2)[CH:15]=1)(=[O:13])=[O:12].[CH2:33]([N:35]([CH2:38][CH3:39])[CH2:36][CH3:37])C.[O:40]=[C:41]1[CH2:45][CH2:44][C:43](=[O:46])[N:42]1[CH:47](CC([O-])=O)[C:48]([O-:50])=O, predict the reaction product. The product is: [Cl:30][C:27]1[CH:28]=[C:29]2[C:24](=[C:25]([Cl:31])[CH:26]=1)[CH2:23][N:22]([CH3:32])[CH2:21][CH:20]2[C:16]1[CH:15]=[C:14]([S:11]([NH:10][CH2:9][CH2:8][O:7][CH2:6][CH2:5][O:4][CH2:3][CH2:2][NH:1][C:41](=[O:40])[CH2:45][CH2:44][C:43]([NH:42][CH2:47][CH2:48][O:50][CH2:5][CH2:6][O:7][CH2:8][CH2:9][NH:10][S:11]([C:14]2[CH:19]=[CH:18][CH:17]=[C:16]([CH:37]3[C:29]4[C:39](=[C:25]([Cl:31])[CH:26]=[C:27]([Cl:30])[CH:28]=4)[CH2:38][N:35]([CH3:33])[CH2:36]3)[CH:15]=2)(=[O:13])=[O:12])=[O:46])(=[O:13])=[O:12])[CH:19]=[CH:18][CH:17]=1. (2) Given the reactants [NH2:1][C:2]1[CH:7]=[CH:6][C:5]([OH:8])=[CH:4][C:3]=1[F:9].CC(C)([O-])C.[Na+].Cl[C:17]1[CH:22]=[CH:21][N:20]=[C:19]([C:23]#[N:24])[CH:18]=1.C([O-])([O-])=O.[K+].[K+], predict the reaction product. The product is: [NH2:1][C:2]1[CH:7]=[CH:6][C:5]([O:8][C:17]2[CH:22]=[CH:21][N:20]=[C:19]([C:23]#[N:24])[CH:18]=2)=[CH:4][C:3]=1[F:9]. (3) Given the reactants [OH:1][C:2]1[CH:3]=[C:4]([CH:8]=[CH:9][C:10]=1[OH:11])[C:5]([OH:7])=[O:6].[C:12]1(O)[C:21]2[C:16](=[CH:17][CH:18]=[CH:19][CH:20]=2)[CH:15]=[C:14]([OH:22])[CH:13]=1, predict the reaction product. The product is: [OH:1][C:2]1[CH:3]=[C:4]([CH:8]=[CH:9][C:10]=1[OH:11])[C:5]([O:7][C:12]1[C:21]2[C:16](=[CH:17][CH:18]=[CH:19][CH:20]=2)[CH:15]=[C:14]([O:22][C:5](=[O:6])[C:4]2[CH:8]=[CH:9][C:10]([OH:11])=[C:2]([OH:1])[CH:3]=2)[CH:13]=1)=[O:6]. (4) Given the reactants C(=O)([O-])O.[Na+].Cl.[NH2:7][OH:8].[CH3:9][C:10]1[N:15]=[C:14]([C:16]#[N:17])[CH:13]=[C:12]([C:18]2[CH:23]=[CH:22][CH:21]=[C:20]([Cl:24])[CH:19]=2)[N:11]=1, predict the reaction product. The product is: [CH3:9][C:10]1[N:15]=[C:14]([C:16](=[N:7][OH:8])[NH2:17])[CH:13]=[C:12]([C:18]2[CH:23]=[CH:22][CH:21]=[C:20]([Cl:24])[CH:19]=2)[N:11]=1. (5) Given the reactants O=[S:2](Cl)Cl.[NH2:5][C:6]1[C:11]([NH2:12])=[CH:10][CH:9]=[CH:8][C:7]=1[CH3:13], predict the reaction product. The product is: [CH3:13][C:7]1[C:6]2[C:11](=[N:12][S:2][N:5]=2)[CH:10]=[CH:9][CH:8]=1. (6) Given the reactants [CH3:1][C:2](=[C:4]([C:10]([O:12]CC)=O)[C:5]([O:7]CC)=O)[CH3:3].[CH:15](/[S:23]([NH2:26])(=[O:25])=[O:24])=[CH:16]\[C:17]1[CH:22]=[CH:21][CH:20]=[CH:19][CH:18]=1.[F:27][C:28]1[CH:37]=[CH:36][C:31]([NH:32][CH:33]([CH3:35])[CH3:34])=[CH:30][CH:29]=1, predict the reaction product. The product is: [F:27][C:28]1[CH:37]=[CH:36][C:31]([N:32]([CH:33]([CH3:35])[CH3:34])[C:10](=[O:12])[C:4](=[C:2]([CH3:1])[CH3:3])[C:5]([NH:26][S:23](/[CH:15]=[CH:16]/[C:17]2[CH:22]=[CH:21][CH:20]=[CH:19][CH:18]=2)(=[O:24])=[O:25])=[O:7])=[CH:30][CH:29]=1. (7) Given the reactants [CH2:1]([N:7](CCCCCC)C1C=CC(N)=CC=1)[CH2:2][CH2:3][CH2:4][CH2:5][CH3:6].FC1C=CC([N+]([O-])=O)=CC=1.[CH2:31]([N:37]([CH2:47][CH2:48][CH2:49][CH2:50][CH2:51][CH3:52])[C:38]1[CH:43]=[CH:42][C:41]([N+:44]([O-:46])=[O:45])=[CH:40][CH:39]=1)[CH2:32][CH2:33][CH2:34][CH2:35][CH3:36], predict the reaction product. The product is: [N+:44]([C:41]1[CH:40]=[CH:39][C:38]([N:37]([CH2:31][CH2:32][CH2:33][CH2:34][CH2:35][CH3:36])[C:47]2[CH:52]=[CH:51][C:50]([NH:7][CH2:1][CH2:2][CH2:3][CH2:4][CH2:5][CH3:6])=[CH:49][CH:48]=2)=[CH:43][CH:42]=1)([O-:46])=[O:45]. (8) Given the reactants [CH3:1][C:2]1[C:10]2[C:5](=[CH:6][CH:7]=[C:8]([CH:11]=O)[CH:9]=2)[NH:4][N:3]=1.[F:13][CH:14]([F:20])[C:15](=O)[CH2:16][C:17]#[N:18].N1CCCCC1.[NH2:27][C:28]([C:32]([F:35])([F:34])[F:33])=[CH:29][C:30]#[N:31], predict the reaction product. The product is: [F:13][CH:14]([F:20])[C:15]1[NH:27][C:28]([C:32]([F:35])([F:34])[F:33])=[C:29]([C:30]#[N:31])[CH:11]([C:8]2[CH:9]=[C:10]3[C:5](=[CH:6][CH:7]=2)[NH:4][N:3]=[C:2]3[CH3:1])[C:16]=1[C:17]#[N:18]. (9) Given the reactants [CH3:1][C:2]1[CH:3]=[C:4]2[C:8](=[C:9]([CH3:11])[CH:10]=1)[N:7]([CH2:12][C:13]1[CH:18]=[CH:17][CH:16]=[C:15]([C:19]([O:21][CH3:22])=[O:20])[CH:14]=1)[C:6]([C:23](O)=[O:24])=[CH:5]2.S(Cl)(Cl)=O.[S-:30][C:31]#[N:32].[K+].[OH-].[NH4+:35], predict the reaction product. The product is: [NH2:32][C:31](=[S:30])[NH:35][C:23]([C:6]1[N:7]([CH2:12][C:13]2[CH:18]=[CH:17][CH:16]=[C:15]([C:19]([O:21][CH3:22])=[O:20])[CH:14]=2)[C:8]2[C:4]([CH:5]=1)=[CH:3][C:2]([CH3:1])=[CH:10][C:9]=2[CH3:11])=[O:24]. (10) The product is: [C:5]([OH:8])(=[O:6])[CH:34]([CH:33]([C:1]([OH:4])=[O:3])[OH:36])[OH:35]. Given the reactants [C:1]([O-:4])([O-:3])=O.[C:5]([O-:8])([O-])=[O:6].OO.OO.OO.[Na+].[Na+].[Na+].[Na+].Cl([O-])=O.[Na+].C1N=C(N)C2N=CN([CH:33]([O:36]C(C=O)CO)[CH:34]=[O:35])C=2N=1, predict the reaction product.